Dataset: Full USPTO retrosynthesis dataset with 1.9M reactions from patents (1976-2016). Task: Predict the reactants needed to synthesize the given product. (1) Given the product [CH3:17][O:16][C:6]1[CH:7]=[C:8]([CH2:13][O:14][CH3:15])[CH:9]=[C:10]([O:11][CH3:12])[C:5]=1[C:3](=[O:4])[CH:2]([O:26][C:24]1[NH:23][N:22]=[C:21]([CH2:19][CH3:20])[CH:25]=1)[CH3:18], predict the reactants needed to synthesize it. The reactants are: Br[CH:2]([CH3:18])[C:3]([C:5]1[C:10]([O:11][CH3:12])=[CH:9][C:8]([CH2:13][O:14][CH3:15])=[CH:7][C:6]=1[O:16][CH3:17])=[O:4].[CH2:19]([C:21]1[CH2:25][C:24](=[O:26])[NH:23][N:22]=1)[CH3:20].C(=O)([O-])[O-].[Cs+].[Cs+].[Cl-].[NH4+]. (2) Given the product [Br:19][C:20]1[N:25]=[CH:24][C:23]2[N:26]=[C:1]([C@H:2]([OH:3])[CH3:4])[N:27]([C@H:28]([CH2:30][CH3:31])[CH3:29])[C:22]=2[CH:21]=1, predict the reactants needed to synthesize it. The reactants are: [C:1](N)(=O)[C@@H:2]([CH3:4])[OH:3].F[B-](F)(F)F.C([O+](CC)CC)C.[Br:19][C:20]1[N:25]=[CH:24][C:23]([NH2:26])=[C:22]([NH:27][C@H:28]([CH2:30][CH3:31])[CH3:29])[CH:21]=1.